From a dataset of Catalyst prediction with 721,799 reactions and 888 catalyst types from USPTO. Predict which catalyst facilitates the given reaction. (1) Reactant: O[CH2:2][C:3]1[CH:4]=[C:5]([N:15]([CH3:19])[C:16](=[O:18])[CH3:17])[CH:6]=[CH:7][C:8]=1[N:9]1[CH2:14][CH2:13][O:12][CH2:11][CH2:10]1.C(N(CC)CC)C.S(Cl)([Cl:29])=O.C(OCC)(=O)C. Product: [Cl:29][CH2:2][C:3]1[CH:4]=[C:5]([N:15]([CH3:19])[C:16](=[O:18])[CH3:17])[CH:6]=[CH:7][C:8]=1[N:9]1[CH2:14][CH2:13][O:12][CH2:11][CH2:10]1. The catalyst class is: 22. (2) Reactant: [Cl:1][C:2]1[S:3][C:4]2[CH:10]=[C:9]([N+:11]([O-])=O)[CH:8]=[CH:7][C:5]=2[N:6]=1. Product: [Cl:1][C:2]1[S:3][C:4]2[CH:10]=[C:9]([NH2:11])[CH:8]=[CH:7][C:5]=2[N:6]=1. The catalyst class is: 180.